This data is from TCR-epitope binding with 47,182 pairs between 192 epitopes and 23,139 TCRs. The task is: Binary Classification. Given a T-cell receptor sequence (or CDR3 region) and an epitope sequence, predict whether binding occurs between them. (1) The epitope is MMISAGFSL. The TCR CDR3 sequence is CSVDRNTEAFF. Result: 1 (the TCR binds to the epitope). (2) The epitope is VTIAEILLI. The TCR CDR3 sequence is CASSTRAANEQFF. Result: 0 (the TCR does not bind to the epitope). (3) The epitope is GILGFVFTL. The TCR CDR3 sequence is CASSFGGADGYTF. Result: 0 (the TCR does not bind to the epitope). (4) The epitope is IPSINVHHY. The TCR CDR3 sequence is CASSPRLGPEETQYF. Result: 0 (the TCR does not bind to the epitope). (5) The TCR CDR3 sequence is CASSQDQSDAILAKNIQYF. Result: 0 (the TCR does not bind to the epitope). The epitope is IIKDYGKQM.